This data is from Reaction yield outcomes from USPTO patents with 853,638 reactions. The task is: Predict the reaction yield, written as a fraction of the theoretical maximum amount of product (1.0 means a 100% yield; for example, 0.34 means a 34% yield). (1) The reactants are [CH3:1][O:2][C:3](=[O:46])[CH2:4][C:5](=[O:45])[CH2:6][CH:7]([O:37][Si](C(C)(C)C)(C)C)[CH:8]=[CH:9][C:10]1[N:11]([C:30]2[CH:35]=[CH:34][C:33]([F:36])=[CH:32][CH:31]=2)[N:12]=[C:13]([C:18](=[O:29])[N:19]([CH3:28])[CH2:20][C:21]2[CH:26]=[CH:25][CH:24]=[CH:23][C:22]=2[CH3:27])[C:14]=1[CH:15]([CH3:17])[CH3:16].CCOC(C)=O. The catalyst is CC#N.O. The product is [CH3:1][O:2][C:3](=[O:46])[CH2:4][C:5](=[O:45])[CH2:6][CH:7]([OH:37])[CH:8]=[CH:9][C:10]1[N:11]([C:30]2[CH:31]=[CH:32][C:33]([F:36])=[CH:34][CH:35]=2)[N:12]=[C:13]([C:18](=[O:29])[N:19]([CH3:28])[CH2:20][C:21]2[CH:26]=[CH:25][CH:24]=[CH:23][C:22]=2[CH3:27])[C:14]=1[CH:15]([CH3:16])[CH3:17]. The yield is 0.980. (2) The reactants are [OH:1]/[N:2]=[C:3](\Cl)/[C:4]1[CH:15]=[CH:14][C:7]2[B:8]([OH:13])[O:9][C:10]([CH3:12])([CH3:11])[C:6]=2[CH:5]=1.[Cl:17][C:18]1[CH:23]=[CH:22][C:21]([C:24]([C:26]([F:29])([F:28])[F:27])=[CH2:25])=[CH:20][C:19]=1[Cl:30].CC(=O)OCC. The catalyst is CN(C=O)C. The product is [Cl:30][C:19]1[CH:20]=[C:21]([C:24]2([C:26]([F:29])([F:27])[F:28])[O:1][N:2]=[C:3]([C:4]3[CH:15]=[CH:14][C:7]4[B:8]([OH:13])[O:9][C:10]([CH3:12])([CH3:11])[C:6]=4[CH:5]=3)[CH2:25]2)[CH:22]=[CH:23][C:18]=1[Cl:17]. The yield is 0.244. (3) The reactants are [C:1]([C:5]1[CH:20]=[CH:19][C:8]2[NH:9][C:10]([C:12]3[CH:17]=[CH:16][C:15](N)=[CH:14][CH:13]=3)=[N:11][C:7]=2[CH:6]=1)([CH3:4])([CH3:3])[CH3:2].Cl[C:22]1[C:40]([Cl:41])=[CH:39][C:25]2[NH:26][C:27](C3C4OCCNC=4C=CC=3)=[N:28][C:24]=2[CH:23]=1.ClC1C(Cl)=CC=CN=1.C([O-])([O-])=[O:51].[Cs+].[Cs+]. The catalyst is C1(C)C=CC=CC=1.CC([O-])=O.CC([O-])=O.[Pd+2].C1(P(C2C=CC=CC=2)C2C=CC3C(=CC=CC=3)C=2C2C3C(=CC=CC=3)C=CC=2P(C2C=CC=CC=2)C2C=CC=CC=2)C=CC=CC=1. The product is [C:1]([C:5]1[CH:20]=[CH:19][C:8]2[N:9]=[C:10]([C:12]3[C:17]4[O:51][CH2:39][CH2:25][N:26]([C:27]5[C:40]([Cl:41])=[CH:22][CH:23]=[CH:24][N:28]=5)[C:16]=4[CH:15]=[CH:14][CH:13]=3)[NH:11][C:7]=2[CH:6]=1)([CH3:4])([CH3:3])[CH3:2]. The yield is 0.950. (4) The reactants are [CH3:1][O:2][C:3]1[CH:8]=[CH:7][C:6](B(O)O)=[CH:5][CH:4]=1.[Na].Br[C:14]1[CH:19]=[CH:18][C:17]([S:20]([O-:23])(=[O:22])=[O:21])=[CH:16][CH:15]=1.C([O-])([O-])=O.[Na+].[Na+]. The product is [CH3:1][O:2][C:3]1[CH:8]=[CH:7][C:6]([C:14]2[CH:19]=[CH:18][C:17]([S:20]([OH:23])(=[O:22])=[O:21])=[CH:16][CH:15]=2)=[CH:5][CH:4]=1. The yield is 0.880. The catalyst is C1(C)C=CC=CC=1.O.C1C=CC([P]([Pd]([P](C2C=CC=CC=2)(C2C=CC=CC=2)C2C=CC=CC=2)([P](C2C=CC=CC=2)(C2C=CC=CC=2)C2C=CC=CC=2)[P](C2C=CC=CC=2)(C2C=CC=CC=2)C2C=CC=CC=2)(C2C=CC=CC=2)C2C=CC=CC=2)=CC=1. (5) The reactants are [CH2:1]([O:3][C:4]1[C:13]([NH:14][C:15](=[O:23])OC2C=CC=CC=2)=[N:12][C:11]2[C:6](=[CH:7][CH:8]=[CH:9][CH:10]=2)[N:5]=1)[CH3:2].[CH3:24][C:25]1[CH:26]=[C:27]([N:32]2[CH2:37][CH2:36][NH:35][CH2:34][CH2:33]2)[CH:28]=[C:29]([CH3:31])[CH:30]=1. No catalyst specified. The product is [CH2:1]([O:3][C:4]1[C:13]([NH:14][C:15]([N:35]2[CH2:36][CH2:37][N:32]([C:27]3[CH:28]=[C:29]([CH3:31])[CH:30]=[C:25]([CH3:24])[CH:26]=3)[CH2:33][CH2:34]2)=[O:23])=[N:12][C:11]2[C:6](=[CH:7][CH:8]=[CH:9][CH:10]=2)[N:5]=1)[CH3:2]. The yield is 0.820. (6) The catalyst is CN(C)C=O.[Pd].C1(P(C2C=CC=CC=2)C2C=CC=CC=2)C=CC=CC=1.C1(P(C2C=CC=CC=2)C2C=CC=CC=2)C=CC=CC=1.C1(P(C2C=CC=CC=2)C2C=CC=CC=2)C=CC=CC=1.C1(P(C2C=CC=CC=2)C2C=CC=CC=2)C=CC=CC=1. The reactants are Br[C:2]1[CH:7]=[CH:6][C:5]([O:8][CH3:9])=[C:4]([O:10][CH:11]([F:13])[F:12])[C:3]=1[O:14][CH2:15][O:16][CH3:17].C(=O)([O-])[O-].[Cs+].[Cs+].CC1(C)C(C)(C)OB([C:32]2[CH:40]=[CH:39][CH:38]=[C:37]3[C:33]=2[CH2:34][CH2:35][C:36]3=[O:41])O1. The product is [F:12][CH:11]([F:13])[O:10][C:4]1[C:3]([O:14][CH2:15][O:16][CH3:17])=[C:2]([C:32]2[CH:40]=[CH:39][CH:38]=[C:37]3[C:33]=2[CH2:34][CH2:35][C:36]3=[O:41])[CH:7]=[CH:6][C:5]=1[O:8][CH3:9]. The yield is 0.516. (7) The reactants are C([O:3][C:4](=[O:35])[CH:5]([C:28]1[CH:29]=[C:30]([CH3:34])[CH:31]=[CH:32][CH:33]=1)[CH2:6][C:7]1[CH:11]=[C:10]([C:12]2[CH:17]=[CH:16][C:15]([Cl:18])=[C:14]([Cl:19])[CH:13]=2)[N:9]([C:20]2[CH:25]=[CH:24][C:23]([O:26][CH3:27])=[CH:22][CH:21]=2)[N:8]=1)C.Cl.CCOC(C)=O. The catalyst is P([O-])([O-])([O-])=O.CC(O)C.C1(C)C=CC=CC=1. The product is [Cl:19][C:14]1[CH:13]=[C:12]([C:10]2[N:9]([C:20]3[CH:21]=[CH:22][C:23]([O:26][CH3:27])=[CH:24][CH:25]=3)[N:8]=[C:7]([CH2:6][C@@H:5]([C:28]3[CH:29]=[C:30]([CH3:34])[CH:31]=[CH:32][CH:33]=3)[C:4]([OH:35])=[O:3])[CH:11]=2)[CH:17]=[CH:16][C:15]=1[Cl:18]. The yield is 0.400.